This data is from Catalyst prediction with 721,799 reactions and 888 catalyst types from USPTO. The task is: Predict which catalyst facilitates the given reaction. (1) Reactant: [F:1][C:2]([F:29])([F:28])[CH:3]([OH:27])[CH2:4][NH:5][C:6]([C:8]1[C:13]([N:14]2C(C)=CC=C2C)=[CH:12][C:11]([C:21]([F:24])([F:23])[F:22])=[C:10]([O:25][CH3:26])[N:9]=1)=[O:7].Cl.NO. Product: [F:29][C:2]([F:1])([F:28])[CH:3]([OH:27])[CH2:4][NH:5][C:6]([C:8]1[C:13]([NH2:14])=[CH:12][C:11]([C:21]([F:22])([F:24])[F:23])=[C:10]([O:25][CH3:26])[N:9]=1)=[O:7]. The catalyst class is: 88. (2) Reactant: [CH3:1][CH:2]([CH3:5])[CH2:3][OH:4].[H-].[Na+].F[C:9]1[N:14]=[C:13]([O:15][CH3:16])[C:12]([C:17]2[C:26]3[C:21](=[CH:22][C:23]([S:27]([NH:30][C:31]4[CH:36]=[CH:35][N:34]=[CH:33][N:32]=4)(=[O:29])=[O:28])=[CH:24][CH:25]=3)[CH:20]=[CH:19][N:18]=2)=[CH:11][CH:10]=1. Product: [CH2:3]([O:4][C:9]1[N:14]=[C:13]([O:15][CH3:16])[C:12]([C:17]2[C:26]3[C:21](=[CH:22][C:23]([S:27]([NH:30][C:31]4[CH:36]=[CH:35][N:34]=[CH:33][N:32]=4)(=[O:29])=[O:28])=[CH:24][CH:25]=3)[CH:20]=[CH:19][N:18]=2)=[CH:11][CH:10]=1)[CH:2]([CH3:5])[CH3:1]. The catalyst class is: 3. (3) Reactant: [CH2:1]([O:8][C:9]([N:11]1[CH2:16][CH2:15][CH2:14][CH:13]([CH2:17][NH:18][C:19]2[C:24]([C:25]([O:27]CC)=[O:26])=[CH:23][N:22]=[C:21]([Cl:30])[N:20]=2)[CH2:12]1)=[O:10])[C:2]1[CH:7]=[CH:6][CH:5]=[CH:4][CH:3]=1.[Li+].[OH-].O.Cl. Product: [CH2:1]([O:8][C:9]([N:11]1[CH2:16][CH2:15][CH2:14][CH:13]([CH2:17][NH:18][C:19]2[C:24]([C:25]([OH:27])=[O:26])=[CH:23][N:22]=[C:21]([Cl:30])[N:20]=2)[CH2:12]1)=[O:10])[C:2]1[CH:7]=[CH:6][CH:5]=[CH:4][CH:3]=1. The catalyst class is: 1. (4) Reactant: [C:1]([O:13]C)(=[O:12])[C:2]1[C:3](=[CH:8][CH:9]=[CH:10][CH:11]=1)[C:4]([O:6][CH3:7])=[O:5].[OH-].[Na+]. Product: [CH3:7][O:6][C:4](=[O:5])[C:3]1[C:2](=[CH:11][CH:10]=[CH:9][CH:8]=1)[C:1]([OH:13])=[O:12]. The catalyst class is: 8. (5) Reactant: [CH3:1][N:2]([CH3:28])[C:3]([C:5]1[CH:10]=[CH:9][C:8]([N:11]2[CH:20]=[C:19]3[C:13]([CH2:14][CH2:15][N:16](C(OC(C)(C)C)=O)[CH2:17][CH2:18]3)=[N:12]2)=[CH:7][CH:6]=1)=[O:4].FC(F)(F)C(O)=O. Product: [CH3:1][N:2]([CH3:28])[C:3](=[O:4])[C:5]1[CH:10]=[CH:9][C:8]([N:11]2[CH:20]=[C:19]3[C:13]([CH2:14][CH2:15][NH:16][CH2:17][CH2:18]3)=[N:12]2)=[CH:7][CH:6]=1. The catalyst class is: 98. (6) Reactant: [CH3:1][O:2][C:3]1[C:4]([C:9]#[N:10])=[N:5][CH:6]=[CH:7][CH:8]=1.[Br:11]N1C(=O)CCC1=O. Product: [Br:11][C:6]1[N:5]=[C:4]([C:9]#[N:10])[C:3]([O:2][CH3:1])=[CH:8][CH:7]=1. The catalyst class is: 53. (7) Reactant: [C:1]([C:5]#[CH:6])([CH3:4])([CH3:3])[CH3:2].Cl/[C:8](=[N:14]/[OH:15])/[C:9]([O:11][CH2:12][CH3:13])=[O:10].C(N(CC)CC)C.[Cl-].[Na+]. Product: [C:1]([C:5]1[O:15][N:14]=[C:8]([C:9]([O:11][CH2:12][CH3:13])=[O:10])[CH:6]=1)([CH3:4])([CH3:3])[CH3:2]. The catalyst class is: 7. (8) Reactant: [OH:1][CH2:2][CH2:3][N:4]1[C:9](=[O:10])[CH:8]=[CH:7][C:6]([C:11]2[CH:16]=[CH:15][CH:14]=[CH:13][CH:12]=2)=[N:5]1.[H-].[Na+].[Cl:19][C:20]1[CH:25]=[C:24](F)[CH:23]=[CH:22][N:21]=1.C([O-])(O)=O.[Na+]. Product: [Cl:19][C:20]1[CH:25]=[C:24]([O:1][CH2:2][CH2:3][N:4]2[C:9](=[O:10])[CH:8]=[CH:7][C:6]([C:11]3[CH:16]=[CH:15][CH:14]=[CH:13][CH:12]=3)=[N:5]2)[CH:23]=[CH:22][N:21]=1. The catalyst class is: 9.